From a dataset of NCI-60 drug combinations with 297,098 pairs across 59 cell lines. Regression. Given two drug SMILES strings and cell line genomic features, predict the synergy score measuring deviation from expected non-interaction effect. (1) Drug 1: C1=C(C(=O)NC(=O)N1)N(CCCl)CCCl. Drug 2: CC(C)CN1C=NC2=C1C3=CC=CC=C3N=C2N. Cell line: SNB-75. Synergy scores: CSS=8.53, Synergy_ZIP=3.67, Synergy_Bliss=5.19, Synergy_Loewe=3.98, Synergy_HSA=4.16. (2) Drug 1: C1CN1P(=S)(N2CC2)N3CC3. Drug 2: C1=CC=C(C(=C1)C(C2=CC=C(C=C2)Cl)C(Cl)Cl)Cl. Cell line: BT-549. Synergy scores: CSS=9.25, Synergy_ZIP=-3.13, Synergy_Bliss=-1.38, Synergy_Loewe=-13.4, Synergy_HSA=-3.52. (3) Drug 1: CC1=C2C(C(=O)C3(C(CC4C(C3C(C(C2(C)C)(CC1OC(=O)C(C(C5=CC=CC=C5)NC(=O)C6=CC=CC=C6)O)O)OC(=O)C7=CC=CC=C7)(CO4)OC(=O)C)O)C)OC(=O)C. Drug 2: CC1C(C(CC(O1)OC2CC(CC3=C2C(=C4C(=C3O)C(=O)C5=C(C4=O)C(=CC=C5)OC)O)(C(=O)CO)O)N)O.Cl. Cell line: LOX IMVI. Synergy scores: CSS=44.7, Synergy_ZIP=-7.58, Synergy_Bliss=-5.86, Synergy_Loewe=-4.05, Synergy_HSA=-1.73. (4) Drug 1: C#CCC(CC1=CN=C2C(=N1)C(=NC(=N2)N)N)C3=CC=C(C=C3)C(=O)NC(CCC(=O)O)C(=O)O. Cell line: SK-MEL-28. Synergy scores: CSS=1.55, Synergy_ZIP=-2.27, Synergy_Bliss=0.363, Synergy_Loewe=-1.20, Synergy_HSA=-0.288. Drug 2: C1CN(CCN1C(=O)CCBr)C(=O)CCBr. (5) Drug 1: CCCS(=O)(=O)NC1=C(C(=C(C=C1)F)C(=O)C2=CNC3=C2C=C(C=N3)C4=CC=C(C=C4)Cl)F. Drug 2: CC1=CC2C(CCC3(C2CCC3(C(=O)C)OC(=O)C)C)C4(C1=CC(=O)CC4)C. Cell line: SF-268. Synergy scores: CSS=1.62, Synergy_ZIP=3.37, Synergy_Bliss=3.40, Synergy_Loewe=-47.8, Synergy_HSA=-2.15. (6) Drug 1: C1=NC2=C(N1)C(=S)N=C(N2)N. Drug 2: C1CN(P(=O)(OC1)NCCCl)CCCl. Cell line: EKVX. Synergy scores: CSS=26.1, Synergy_ZIP=-3.06, Synergy_Bliss=-1.33, Synergy_Loewe=-26.1, Synergy_HSA=-2.14. (7) Drug 1: C1CC(=O)NC(=O)C1N2CC3=C(C2=O)C=CC=C3N. Drug 2: COCCOC1=C(C=C2C(=C1)C(=NC=N2)NC3=CC=CC(=C3)C#C)OCCOC.Cl. Cell line: HCT116. Synergy scores: CSS=7.17, Synergy_ZIP=1.41, Synergy_Bliss=5.50, Synergy_Loewe=6.11, Synergy_HSA=6.26.